Dataset: Catalyst prediction with 721,799 reactions and 888 catalyst types from USPTO. Task: Predict which catalyst facilitates the given reaction. (1) Reactant: [F:1][C:2]([F:13])([F:12])[CH2:3][O:4][C:5]1[CH:11]=[CH:10][C:8]([NH2:9])=[CH:7][CH:6]=1.Cl.[C:15](Cl)(Cl)=[S:16].C(=O)([O-])O.[Na+]. Product: [N:9]([C:8]1[CH:10]=[CH:11][C:5]([O:4][CH2:3][C:2]([F:12])([F:13])[F:1])=[CH:6][CH:7]=1)=[C:15]=[S:16]. The catalyst class is: 7. (2) Reactant: [F:1][C:2]1[C:3]([C:25]([NH:27][CH3:28])=[O:26])=[CH:4][C:5]2[NH:9][C:8](=[O:10])[N:7]([CH:11]3[CH2:16][CH2:15][N:14](C(OC(C)(C)C)=O)[CH2:13][CH2:12]3)[C:6]=2[CH:24]=1.[F:29][C:30]([F:35])([F:34])[C:31]([OH:33])=[O:32]. Product: [F:29][C:30]([F:35])([F:34])[C:31]([O-:33])=[O:32].[F:1][C:2]1[C:3]([C:25]([NH:27][CH3:28])=[O:26])=[CH:4][C:5]2[NH:9][C:8](=[O:10])[N:7]([CH:11]3[CH2:12][CH2:13][NH2+:14][CH2:15][CH2:16]3)[C:6]=2[CH:24]=1. The catalyst class is: 4. (3) Reactant: [CH3:1][O:2][C:3](=[O:22])[CH:4]([OH:21])[CH2:5][NH:6][C:7]1[CH:8]=[C:9]2[C:13](=[C:14]([F:16])[CH:15]=1)[N:12]([CH:17]([CH3:19])[CH3:18])[C:11](=[O:20])[CH2:10]2.[C:23](OCC)(=[O:25])C. Product: [CH3:1][O:2][C:3]([C@@H:4]1[O:21][C:23](=[O:25])[N:6]([C:7]2[CH:8]=[C:9]3[C:13](=[C:14]([F:16])[CH:15]=2)[N:12]([CH:17]([CH3:19])[CH3:18])[C:11](=[O:20])[CH2:10]3)[CH2:5]1)=[O:22]. The catalyst class is: 10. (4) Reactant: [Cl:1][C:2]1[C:3]([C:16]2[C:21]([F:22])=[CH:20][N:19]=[C:18](F)[CH:17]=2)=[N:4][C:5]([NH:8][CH2:9][CH:10]2[CH2:15][CH2:14][O:13][CH2:12][CH2:11]2)=[CH:6][CH:7]=1.[C@H:24]1([NH2:31])[CH2:29][CH2:28][C@H:27]([NH2:30])[CH2:26][CH2:25]1. Product: [NH2:30][C@H:27]1[CH2:28][CH2:29][C@H:24]([NH:31][C:18]2[CH:17]=[C:16]([C:3]3[C:2]([Cl:1])=[CH:7][CH:6]=[C:5]([NH:8][CH2:9][CH:10]4[CH2:15][CH2:14][O:13][CH2:12][CH2:11]4)[N:4]=3)[C:21]([F:22])=[CH:20][N:19]=2)[CH2:25][CH2:26]1. The catalyst class is: 16.